Dataset: Full USPTO retrosynthesis dataset with 1.9M reactions from patents (1976-2016). Task: Predict the reactants needed to synthesize the given product. Given the product [CH3:12][N:11]([CH3:13])[S:8]([C:5]1[CH:6]=[CH:7][C:2]([B:14]2[O:18][C:17]([CH3:20])([CH3:19])[C:16]([CH3:22])([CH3:21])[O:15]2)=[CH:3][CH:4]=1)(=[O:10])=[O:9], predict the reactants needed to synthesize it. The reactants are: Br[C:2]1[CH:7]=[CH:6][C:5]([S:8]([N:11]([CH3:13])[CH3:12])(=[O:10])=[O:9])=[CH:4][CH:3]=1.[B:14]1([B:14]2[O:18][C:17]([CH3:20])([CH3:19])[C:16]([CH3:22])([CH3:21])[O:15]2)[O:18][C:17]([CH3:20])([CH3:19])[C:16]([CH3:22])([CH3:21])[O:15]1.C([O-])(=O)C.[K+].